Dataset: Catalyst prediction with 721,799 reactions and 888 catalyst types from USPTO. Task: Predict which catalyst facilitates the given reaction. (1) Reactant: [H-].[Na+].CN(C)C=O.[CH3:8][C:9]1[N:14]=[CH:13][C:12]([OH:15])=[CH:11][CH:10]=1.[CH2:16](Cl)[C:17]1[CH:22]=[CH:21][CH:20]=[CH:19][CH:18]=1. Product: [CH2:16]([O:15][C:12]1[CH:11]=[CH:10][C:9]([CH3:8])=[N:14][CH:13]=1)[C:17]1[CH:22]=[CH:21][CH:20]=[CH:19][CH:18]=1. The catalyst class is: 84. (2) Reactant: [CH3:1][O:2][C:3](=[O:31])[CH2:4][CH2:5][CH2:6][CH2:7][CH2:8][CH2:9][C:10](=[O:30])[NH:11][C:12]1[CH:17]=[CH:16][CH:15]=[CH:14][C:13]=1[S:18](=[O:29])(=[O:28])[NH:19][C:20]([C@@:22]1([NH2:27])[CH2:24][C@H:23]1[CH:25]=[CH2:26])=[O:21].[C:32]([O:36][C:37]([N:39]1[CH2:43][C@H:42]([O:44][C:45]2[C:54]3[C:49](=[CH:50][C:51]([O:55][CH3:56])=[CH:52][CH:53]=3)[N:48]=[C:47]([C:57]3[N:58]=[C:59]([NH:62][CH:63]([CH3:65])[CH3:64])[S:60][CH:61]=3)[CH:46]=2)[CH2:41][C@H:40]1[C:66](O)=[O:67])=[O:38])([CH3:35])([CH3:34])[CH3:33].CN(C(ON1N=NC2C=CC=CC1=2)=[N+](C)C)C.F[P-](F)(F)(F)(F)F.CCN(C(C)C)C(C)C. Product: [C:32]([O:36][C:37]([N:39]1[CH2:43][C@H:42]([O:44][C:45]2[C:54]3[C:49](=[CH:50][C:51]([O:55][CH3:56])=[CH:52][CH:53]=3)[N:48]=[C:47]([C:57]3[N:58]=[C:59]([NH:62][CH:63]([CH3:64])[CH3:65])[S:60][CH:61]=3)[CH:46]=2)[CH2:41][C@H:40]1[C:66](=[O:67])[NH:27][C@:22]1([C:20]([NH:19][S:18]([C:13]2[CH:14]=[CH:15][CH:16]=[CH:17][C:12]=2[NH:11][C:10](=[O:30])[CH2:9][CH2:8][CH2:7][CH2:6][CH2:5][CH2:4][C:3]([O:2][CH3:1])=[O:31])(=[O:29])=[O:28])=[O:21])[CH2:24][C@H:23]1[CH:25]=[CH2:26])=[O:38])([CH3:35])([CH3:33])[CH3:34]. The catalyst class is: 3.